Dataset: Forward reaction prediction with 1.9M reactions from USPTO patents (1976-2016). Task: Predict the product of the given reaction. (1) Given the reactants [Br:1][C:2]1[N:7]=[C:6]([C:8]([OH:10])=O)[CH:5]=[CH:4][CH:3]=1.[NH3:11], predict the reaction product. The product is: [Br:1][C:2]1[N:7]=[C:6]([C:8]([NH2:11])=[O:10])[CH:5]=[CH:4][CH:3]=1. (2) Given the reactants Cl.[C:2]([O:6][C:7](=[O:21])[CH2:8][O:9][C:10]1[C:19]2[CH2:18][CH2:17][CH2:16][C@@H:15]([NH2:20])[C:14]=2[CH:13]=[CH:12][CH:11]=1)([CH3:5])([CH3:4])[CH3:3].[Cl:22][C:23]1[CH:24]=[C:25]([S:30](Cl)(=[O:32])=[O:31])[CH:26]=[CH:27][C:28]=1[F:29], predict the reaction product. The product is: [C:2]([O:6][C:7](=[O:21])[CH2:8][O:9][C:10]1[C:19]2[CH2:18][CH2:17][CH2:16][C@@H:15]([NH:20][S:30]([C:25]3[CH:26]=[CH:27][C:28]([F:29])=[C:23]([Cl:22])[CH:24]=3)(=[O:32])=[O:31])[C:14]=2[CH:13]=[CH:12][CH:11]=1)([CH3:5])([CH3:3])[CH3:4]. (3) Given the reactants [Na].[CH3:2][CH2:3][O:4][C:5]([CH:7]([C:9]([CH3:11])=[O:10])[CH3:8])=[O:6].[CH3:12]I, predict the reaction product. The product is: [CH3:8][C:7]([CH3:12])([C:9](=[O:10])[CH3:11])[C:5]([O:4][CH2:3][CH3:2])=[O:6]. (4) Given the reactants [OH:1][C:2]1[CH:7]=[CH:6][C:5]([N+:8]([O-:10])=[O:9])=[CH:4][C:3]=1[NH:11][C:12](=[O:18])[O:13][C:14]([CH3:17])([CH3:16])[CH3:15].C([O-])([O-])=O.[K+].[K+].Cl[CH2:26][C:27]([CH3:29])=[CH2:28], predict the reaction product. The product is: [CH3:28][C:27](=[CH2:26])[CH2:29][O:1][C:2]1[CH:7]=[CH:6][C:5]([N+:8]([O-:10])=[O:9])=[CH:4][C:3]=1[NH:11][C:12](=[O:18])[O:13][C:14]([CH3:15])([CH3:17])[CH3:16]. (5) The product is: [CH3:28][C:24]1([CH3:29])[CH2:23][C:22]2([CH2:30][CH2:31][CH2:32][N:20]([CH:17]3[CH2:18][CH2:19][N:14]([C:12]([C:10]4[C:9]5[C:4](=[CH:5][CH:6]=[CH:7][CH:8]=5)[N:3]=[C:2]([N:38]5[CH2:37][CH2:36][C:35]([OH:34])([C:41]([O:43][CH2:44][C:45]6[CH:50]=[CH:49][CH:48]=[CH:47][CH:46]=6)=[O:42])[CH2:40][CH2:39]5)[CH:11]=4)=[O:13])[CH2:15][CH2:16]3)[CH2:21]2)[C:26](=[O:27])[O:25]1. Given the reactants Cl[C:2]1[CH:11]=[C:10]([C:12]([N:14]2[CH2:19][CH2:18][CH:17]([N:20]3[CH2:32][CH2:31][CH2:30][C:22]4([C:26](=[O:27])[O:25][C:24]([CH3:29])([CH3:28])[CH2:23]4)[CH2:21]3)[CH2:16][CH2:15]2)=[O:13])[C:9]2[C:4](=[CH:5][CH:6]=[CH:7][CH:8]=2)[N:3]=1.Cl.[OH:34][C:35]1([C:41]([O:43][CH2:44][C:45]2[CH:50]=[CH:49][CH:48]=[CH:47][CH:46]=2)=[O:42])[CH2:40][CH2:39][NH:38][CH2:37][CH2:36]1, predict the reaction product. (6) The product is: [Cl:52][C:31]1[C:32]([O:33][C:34]2[CH:35]=[N:36][C:37]([O:44][CH2:45][C:46]([F:51])([F:50])[CH:47]([F:48])[F:49])=[C:38]([C:40]([F:43])([F:42])[F:41])[CH:39]=2)=[CH:24][C:25]([F:53])=[C:26]([CH:30]=1)[C:27]([NH:5][S:2]([CH3:1])(=[O:4])=[O:3])=[O:28]. Given the reactants [CH3:1][S:2]([NH2:5])(=[O:4])=[O:3].N12CCCN=C1CCCCC2.CC1C=CC([C:24]2[C:25]([F:53])=[C:26]([CH:30]=[C:31]([Cl:52])[C:32]=2[O:33][C:34]2[CH:35]=[N:36][C:37]([O:44][CH2:45][C:46]([F:51])([F:50])[CH:47]([F:49])[F:48])=[C:38]([C:40]([F:43])([F:42])[F:41])[CH:39]=2)[C:27]([O-])=[O:28])=CC=1, predict the reaction product. (7) Given the reactants I[CH2:2][I:3].N(OCCC(C)C)=O.NC1[C:14]2[C:39]([CH3:41])([CH3:40])[C:38](=[O:42])[NH:37][C:15]=2[N:16]=[C:17]([C:19]2[C:27]3[C:22](=[N:23][C:24]([CH3:28])=[N:25][CH:26]=3)[N:21]([CH2:29][C:30]3[CH:35]=[CH:34][CH:33]=[CH:32][C:31]=3[F:36])[N:20]=2)[N:18]=1, predict the reaction product. The product is: [F:36][C:31]1[CH:32]=[CH:33][CH:34]=[CH:35][C:30]=1[CH2:29][N:21]1[C:22]2=[N:23][C:24]([CH3:28])=[N:25][CH:26]=[C:27]2[C:19]([C:17]2[N:18]=[C:2]([I:3])[C:14]3[C:39]([CH3:41])([CH3:40])[C:38](=[O:42])[NH:37][C:15]=3[N:16]=2)=[N:20]1. (8) Given the reactants [Cl-].COC1C=C(C=CC=1OC)C[NH:8][C:9]1[C:18]2[C:13](=[CH:14][C:15]([O:19][CH3:20])=[CH:16][CH:17]=2)[C:12]([C:21]2[CH:26]=[CH:25][CH:24]=[CH:23][CH:22]=2)=[C:11]([CH3:27])[NH+:10]=1.FC(F)(F)C(O)=O, predict the reaction product. The product is: [CH3:20][O:19][C:15]1[CH:14]=[C:13]2[C:18](=[CH:17][CH:16]=1)[C:9]([NH2:8])=[N:10][C:11]([CH3:27])=[C:12]2[C:21]1[CH:26]=[CH:25][CH:24]=[CH:23][CH:22]=1.